From a dataset of Reaction yield outcomes from USPTO patents with 853,638 reactions. Predict the reaction yield, written as a fraction of the theoretical maximum amount of product (1.0 means a 100% yield; for example, 0.34 means a 34% yield). The reactants are C([O-])([O-])=O.[Cs+].[Cs+].[I:7][C:8]1[CH:13]=[CH:12][C:11]([C:14]2[C:18]3[CH2:19][N:20]([C:23](=[O:25])[CH3:24])[CH2:21][CH2:22][C:17]=3[NH:16][N:15]=2)=[CH:10][CH:9]=1.[CH2:26]([CH:28]1[O:30][CH2:29]1)Cl. The catalyst is CN(C=O)C. The product is [I:7][C:8]1[CH:9]=[CH:10][C:11]([C:14]2[C:18]3[CH2:19][N:20]([C:23](=[O:25])[CH3:24])[CH2:21][CH2:22][C:17]=3[N:16]([CH2:26][CH:28]3[CH2:29][O:30]3)[N:15]=2)=[CH:12][CH:13]=1. The yield is 0.580.